Predict the product of the given reaction. From a dataset of Forward reaction prediction with 1.9M reactions from USPTO patents (1976-2016). (1) Given the reactants C(OC(=O)[N:7]([C:17]1[CH:22]=[CH:21][C:20]([C:23](=[O:44])[C:24]2[C:29]([O:30][CH3:31])=[CH:28][CH:27]=[C:26]([C@H:32]([NH:35]C(OC(C)(C)C)=O)[CH2:33][CH3:34])[C:25]=2[F:43])=[CH:19][N:18]=1)CC1C=CC(OC)=CC=1)(C)(C)C.C(O)(C(F)(F)F)=O, predict the reaction product. The product is: [NH2:35][C@@H:32]([C:26]1[C:25]([F:43])=[C:24]([C:23]([C:20]2[CH:19]=[N:18][C:17]([NH2:7])=[CH:22][CH:21]=2)=[O:44])[C:29]([O:30][CH3:31])=[CH:28][CH:27]=1)[CH2:33][CH3:34]. (2) Given the reactants Cl.C([O:4][C:5](=[O:8])[CH2:6][NH2:7])C.C(=O)([O-])[O-].[Na+].[Na+].[C:15]([O:19][C:20](O[C:20]([O:19][C:15]([CH3:18])([CH3:17])[CH3:16])=[O:21])=[O:21])([CH3:18])([CH3:17])[CH3:16].[CH2:30](O)[CH3:31], predict the reaction product. The product is: [CH2:30]([N:7]([C:20]([O:19][C:15]([CH3:18])([CH3:17])[CH3:16])=[O:21])[CH2:6][C:5]([OH:4])=[O:8])[CH3:31]. (3) Given the reactants [CH2:1]([Sn:5]([C:14]#[CH:15])([CH2:10][CH2:11][CH2:12][CH3:13])[CH2:6][CH2:7][CH2:8][CH3:9])[CH2:2][CH2:3][CH3:4].[N:16]([CH2:19][CH2:20][CH2:21][OH:22])=[N+:17]=[N-:18], predict the reaction product. The product is: [CH2:10]([Sn:5]([CH2:6][CH2:7][CH2:8][CH3:9])([CH2:1][CH2:2][CH2:3][CH3:4])[C:14]1[N:18]=[N:17][N:16]([CH2:19][CH2:20][CH2:21][OH:22])[CH:15]=1)[CH2:11][CH2:12][CH3:13]. (4) The product is: [CH3:1][O:2][C:3]([C:5]1[S:6][C:7]([C:11]2[CH:16]=[CH:15][CH:14]=[CH:13][CH:12]=2)=[CH:8][C:9]=1[NH:10][CH:20]1[CH2:21][CH2:22][S:17][CH2:18][CH2:19]1)=[O:4]. Given the reactants [CH3:1][O:2][C:3]([C:5]1[S:6][C:7]([C:11]2[CH:16]=[CH:15][CH:14]=[CH:13][CH:12]=2)=[CH:8][C:9]=1[NH2:10])=[O:4].[S:17]1[CH2:22][CH2:21][C:20](=O)[CH2:19][CH2:18]1.C1([SiH3])C=CC=CC=1, predict the reaction product. (5) Given the reactants C[O:2][C:3](=[O:41])[CH2:4][O:5][C:6]1[CH:11]=[CH:10][C:9]([O:12][CH2:13][C:14]2[S:15][C:16]([C:29]3[CH:34]=[CH:33][C:32]([O:35][C:36]([F:39])([F:38])[F:37])=[CH:31][CH:30]=3)=[C:17]([C:19]3[CH:24]=[CH:23][C:22]([O:25][CH:26]([CH3:28])[CH3:27])=[CH:21][CH:20]=3)[N:18]=2)=[CH:8][C:7]=1[CH3:40].[Li+].[OH-].Cl.CCOC(C)=O, predict the reaction product. The product is: [CH:26]([O:25][C:22]1[CH:21]=[CH:20][C:19]([C:17]2[N:18]=[C:14]([CH2:13][O:12][C:9]3[CH:10]=[CH:11][C:6]([O:5][CH2:4][C:3]([OH:41])=[O:2])=[C:7]([CH3:40])[CH:8]=3)[S:15][C:16]=2[C:29]2[CH:30]=[CH:31][C:32]([O:35][C:36]([F:38])([F:39])[F:37])=[CH:33][CH:34]=2)=[CH:24][CH:23]=1)([CH3:28])[CH3:27].